Task: Predict the reactants needed to synthesize the given product.. Dataset: Full USPTO retrosynthesis dataset with 1.9M reactions from patents (1976-2016) Given the product [CH:33]1([NH:32][C:31]([C:17]2[CH:18]=[N:19][N:20]([C:21]3[CH:30]=[CH:29][C:24]([C:25]([O:27][CH3:28])=[O:26])=[CH:23][CH:22]=3)[C:16]=2[S:4][CH2:1][CH2:2][CH3:3])=[O:39])[CH2:38][CH2:37][CH2:36][CH2:35][CH2:34]1, predict the reactants needed to synthesize it. The reactants are: [CH2:1]([SH:4])[CH2:2][CH3:3].C[Si]([N-][Si](C)(C)C)(C)C.[Na+].Cl[C:16]1[N:20]([C:21]2[CH:30]=[CH:29][C:24]([C:25]([O:27][CH3:28])=[O:26])=[CH:23][CH:22]=2)[N:19]=[CH:18][C:17]=1[C:31](=[O:39])[NH:32][CH:33]1[CH2:38][CH2:37][CH2:36][CH2:35][CH2:34]1.